From a dataset of Full USPTO retrosynthesis dataset with 1.9M reactions from patents (1976-2016). Predict the reactants needed to synthesize the given product. (1) The reactants are: [F:1][C:2]1[CH:7]=[CH:6][C:5]([CH2:8][CH2:9][OH:10])=[CH:4][CH:3]=1.I[CH2:12][C:13]([O:15][CH2:16][CH3:17])=[O:14].C(C1C=CC=C(C(C)(C)C)N=1)(C)(C)C. Given the product [CH2:16]([O:15][C:13](=[O:14])[CH2:12][O:10][CH2:9][CH2:8][C:5]1[CH:6]=[CH:7][C:2]([F:1])=[CH:3][CH:4]=1)[CH3:17], predict the reactants needed to synthesize it. (2) Given the product [F:1][C:2]1[CH:3]=[CH:4][C:5]2[NH:9][C:8]([CH:12]([NH:11][C:10]([NH:54][C:55]34[CH2:62][CH2:61][C:58]([OH:63])([CH2:59][CH2:60]3)[CH2:57][CH2:56]4)=[O:25])[CH2:13][C:14]3[CH:19]=[CH:18][C:17]([C:20]([F:21])([F:23])[F:22])=[CH:16][C:15]=3[F:24])=[N:7][C:6]=2[CH:26]=1, predict the reactants needed to synthesize it. The reactants are: [F:1][C:2]1[CH:3]=[CH:4][C:5]2[N:9]3[C:10](=[O:25])[NH:11][CH:12]([CH2:13][C:14]4[CH:19]=[CH:18][C:17]([C:20]([F:23])([F:22])[F:21])=[CH:16][C:15]=4[F:24])[C:8]3=[N:7][C:6]=2[CH:26]=1.FC1C=CC2N=C3C(CC4C=CC(C(F)(F)F)=CC=4F)NC(=O)N3C=2C=1.Cl.[NH2:54][C:55]12[CH2:62][CH2:61][C:58]([OH:63])([CH2:59][CH2:60]1)[CH2:57][CH2:56]2. (3) Given the product [Br:12][C:5]1[N:4]=[C:3]([C:8]([O:10][CH3:11])=[O:9])[C:2]([OH:1])=[CH:7][CH:6]=1, predict the reactants needed to synthesize it. The reactants are: [OH:1][C:2]1[C:3]([C:8]([O:10][CH3:11])=[O:9])=[N:4][CH:5]=[CH:6][CH:7]=1.[Br:12]Br.CCOCC. (4) The reactants are: [CH2:1]([SH:8])[C:2]1[CH:7]=[CH:6][CH:5]=[CH:4][CH:3]=1.[H-].[Na+].Cl[C:12]1[CH:17]=[CH:16][CH:15]=[C:14]([C:18]#[N:19])[N:13]=1.C(OCC)(=O)C. Given the product [CH2:1]([S:8][C:12]1[CH:17]=[CH:16][CH:15]=[C:14]([C:18]#[N:19])[N:13]=1)[C:2]1[CH:7]=[CH:6][CH:5]=[CH:4][CH:3]=1, predict the reactants needed to synthesize it.